Dataset: Reaction yield outcomes from USPTO patents with 853,638 reactions. Task: Predict the reaction yield, written as a fraction of the theoretical maximum amount of product (1.0 means a 100% yield; for example, 0.34 means a 34% yield). The reactants are [NH2:1][CH2:2][C@H:3]1[CH2:8][CH2:7][C@H:6]([N:9]2[C:13]3=[C:14]4[S:20][CH:19]=[CH:18][C:15]4=[N:16][CH:17]=[C:12]3[N:11]=[C:10]2[CH2:21][C:22]#[N:23])[CH2:5][CH2:4]1.C(N(CC)CC)C.Cl[C:32]([O:34][CH2:35][CH3:36])=[O:33]. The catalyst is C(Cl)Cl. The product is [CH2:35]([O:34][C:32](=[O:33])[NH:1][CH2:2][C@H:3]1[CH2:8][CH2:7][C@H:6]([N:9]2[C:13]3=[C:14]4[S:20][CH:19]=[CH:18][C:15]4=[N:16][CH:17]=[C:12]3[N:11]=[C:10]2[CH2:21][C:22]#[N:23])[CH2:5][CH2:4]1)[CH3:36]. The yield is 0.160.